From a dataset of Full USPTO retrosynthesis dataset with 1.9M reactions from patents (1976-2016). Predict the reactants needed to synthesize the given product. The reactants are: [Br-].[C:2]([CH2:4][CH2:5][CH2:6][P+](C1C=CC=CC=1)(C1C=CC=CC=1)C1C=CC=CC=1)#[N:3].CC([O-])(C)C.[K+].[CH2:32]([N:39]1[CH2:44][CH2:43][CH2:42][C:41](=O)[CH2:40]1)[C:33]1[CH:38]=[CH:37][CH:36]=[CH:35][CH:34]=1. Given the product [CH2:32]([N:39]1[CH2:44][CH2:43][CH2:42][C:41](=[CH:6][CH2:5][CH2:4][C:2]#[N:3])[CH2:40]1)[C:33]1[CH:38]=[CH:37][CH:36]=[CH:35][CH:34]=1, predict the reactants needed to synthesize it.